This data is from Catalyst prediction with 721,799 reactions and 888 catalyst types from USPTO. The task is: Predict which catalyst facilitates the given reaction. (1) Reactant: C([Mg]Cl)(C)C.Cl.[CH3:7][NH:8][O:9][CH3:10].[CH:11]12[CH2:17][CH:14]([CH2:15][CH2:16]1)[CH:13]([C:18]([O:20]CC)=O)[N:12]2[C:23]([O:25][C:26]([CH3:29])([CH3:28])[CH3:27])=[O:24]. Product: [CH3:10][O:9][N:8]([CH3:7])[C:18]([CH:13]1[CH:14]2[CH2:17][CH:11]([CH2:16][CH2:15]2)[N:12]1[C:23]([O:25][C:26]([CH3:27])([CH3:28])[CH3:29])=[O:24])=[O:20]. The catalyst class is: 1. (2) Reactant: [NH2:1][C:2]1[CH:3]=[CH:4][C:5]([C:8]([CH3:19])([C:14]([O:16][CH2:17][CH3:18])=[O:15])[C:9]([O:11][CH2:12][CH3:13])=[O:10])=[N:6][CH:7]=1.[Br-:20].[Na+].OOS([O-])=O.[K+]. Product: [NH2:1][C:2]1[CH:3]=[CH:4][C:5]([C:8]([CH3:19])([C:9]([O:11][CH2:12][CH3:13])=[O:10])[C:14]([O:16][CH2:17][CH3:18])=[O:15])=[N:6][C:7]=1[Br:20]. The catalyst class is: 283.